The task is: Regression/Classification. Given a drug SMILES string, predict its absorption, distribution, metabolism, or excretion properties. Task type varies by dataset: regression for continuous measurements (e.g., permeability, clearance, half-life) or binary classification for categorical outcomes (e.g., BBB penetration, CYP inhibition). Dataset: hlm.. This data is from Human liver microsome stability data. (1) The molecule is CC(=O)c1ccc2c(c1)S(=O)(=O)N=C(c1c(O)c(-c3cccs3)nn(CCC(C)C)c1=O)N2. The result is 1 (stable in human liver microsomes). (2) The compound is CC[C@H]1C[C@@H](C(=O)NCc2cccc(C)n2)CN(Cc2nc(-c3ccccc3)oc2C)C1. The result is 1 (stable in human liver microsomes). (3) The molecule is CCS(=O)(=O)c1cccc(Oc2cccc(-n3c(C)nc4c(C(F)(F)F)cccc43)c2)c1. The result is 1 (stable in human liver microsomes). (4) The compound is O=C(NCCCCc1ccccc1)NC1CCC(O)CC1. The result is 0 (unstable in human liver microsomes). (5) The compound is O=C(NCCCN1CCOCC1)c1cccc(-n2ncc3cc(Nc4ccccc4Cl)ccc32)c1. The result is 1 (stable in human liver microsomes). (6) The drug is COc1cnc(-c2cccs2)c2[nH]cc(C(=O)C(=O)N3CCN(C(=O)c4ccccc4)CC3)c12. The result is 1 (stable in human liver microsomes). (7) The molecule is N#Cc1ccc2[nH]cc(CCCCN3CCN(c4ccc5oc(C(N)=O)cc5c4)CC3)c2c1. The result is 0 (unstable in human liver microsomes). (8) The compound is Cc1cc(-c2cc(CS(C)(=O)=O)cnc2Oc2ccc(F)cc2F)n2ccnc(O)c12. The result is 0 (unstable in human liver microsomes).